This data is from Catalyst prediction with 721,799 reactions and 888 catalyst types from USPTO. The task is: Predict which catalyst facilitates the given reaction. (1) Reactant: C([O:4][C:5]1[CH:10]=[CH:9][C:8]([F:11])=[CH:7][C:6]=1[Br:12])C=C.[CH2:13]([C:16]1C(C(F)(F)F)=CC=C(Cl)C=1O)[CH:14]=C. Product: [CH2:16]([C:10]1[CH:9]=[C:8]([F:11])[CH:7]=[C:6]([Br:12])[C:5]=1[OH:4])[CH:13]=[CH2:14]. The catalyst class is: 728. (2) Reactant: Br[C:2]1[CH:7]=[CH:6][C:5]([CH2:8][N:9]2[C:14](=[O:15])[C:13]([C:16]([NH:18][CH2:19][C:20]([OH:22])=[O:21])=[O:17])=[C:12]([OH:23])[C:11]([CH:24]([CH3:26])[CH3:25])=[N:10]2)=[CH:4][CH:3]=1.[N+:27]([C:30]1[CH:35]=[CH:34][C:33](B(O)O)=[CH:32][CH:31]=1)([O-:29])=[O:28].C(=O)([O-])[O-].[K+].[K+].Cl. Product: [OH:23][C:12]1[C:11]([CH:24]([CH3:26])[CH3:25])=[N:10][N:9]([CH2:8][C:5]2[CH:6]=[CH:7][C:2]([C:33]3[CH:34]=[CH:35][C:30]([N+:27]([O-:29])=[O:28])=[CH:31][CH:32]=3)=[CH:3][CH:4]=2)[C:14](=[O:15])[C:13]=1[C:16]([NH:18][CH2:19][C:20]([OH:22])=[O:21])=[O:17]. The catalyst class is: 70. (3) Product: [Cl:16][C:17]1[CH:22]=[C:21]([Cl:23])[CH:20]=[CH:19][C:18]=1[C:24]1[O:30][C:27]([CH:28]=[C:6]2[CH2:5][CH2:4][CH2:3][N:2]=[C:7]2[C:9]2[CH:10]=[N:11][CH:12]=[CH:13][CH:14]=2)=[CH:26][CH:25]=1. Reactant: [Cl-].[NH3+:2][CH2:3][CH2:4][CH2:5][CH2:6][C:7]([C:9]1[CH:10]=[NH+:11][CH:12]=[CH:13][CH:14]=1)=O.[Cl-].[Cl:16][C:17]1[CH:22]=[C:21]([Cl:23])[CH:20]=[CH:19][C:18]=1[C:24]1[O:30][C:27]([CH:28]=O)=[CH:26][CH:25]=1. The catalyst class is: 32. (4) Reactant: [F:1][C:2]1[CH:7]=[CH:6][C:5]([N:8]2[CH:11]([C:12]3[CH:17]=[CH:16][C:15]([O:18][CH2:19][CH2:20][O:21][CH2:22][CH2:23][O:24][CH2:25][CH2:26]I)=[CH:14][CH:13]=3)[CH:10]([CH2:28][CH2:29][CH:30]([C:32]3[CH:37]=[CH:36][C:35]([F:38])=[CH:34][CH:33]=3)[OH:31])[C:9]2=[O:39])=[CH:4][CH:3]=1.[CH3:40][NH:41][CH2:42][CH:43]([OH:52])[CH:44]([OH:51])[CH:45]([OH:50])[CH:46]([OH:49])[CH2:47][OH:48]. Product: [F:1][C:2]1[CH:7]=[CH:6][C:5]([N:8]2[CH:11]([C:12]3[CH:17]=[CH:16][C:15]([O:18][CH2:19][CH2:20][O:21][CH2:22][CH2:23][O:24][CH2:25][CH2:26][N:41]([CH3:40])[CH2:42][CH:43]([OH:52])[CH:44]([OH:51])[CH:45]([OH:50])[CH:46]([OH:49])[CH2:47][OH:48])=[CH:14][CH:13]=3)[CH:10]([CH2:28][CH2:29][CH:30]([C:32]3[CH:37]=[CH:36][C:35]([F:38])=[CH:34][CH:33]=3)[OH:31])[C:9]2=[O:39])=[CH:4][CH:3]=1. The catalyst class is: 9. (5) Reactant: [Cl:1][C:2]1[C:15]([Cl:16])=[CH:14][C:5]2[NH:6][C:7]([CH2:9][C:10]([F:13])([F:12])[F:11])=[N:8][C:4]=2[CH:3]=1.C(=O)([O-])[O-].[K+].[K+].Br.Br[CH2:25][C:26]1[CH:27]=[N:28][CH:29]=[CH:30][CH:31]=1. Product: [Cl:16][C:15]1[C:2]([Cl:1])=[CH:3][C:4]2[N:8]([CH2:25][C:26]3[CH:27]=[N:28][CH:29]=[CH:30][CH:31]=3)[C:7]([CH2:9][C:10]([F:12])([F:13])[F:11])=[N:6][C:5]=2[CH:14]=1. The catalyst class is: 3. (6) Reactant: [Br:1][C:2]1[CH:7]=[CH:6][C:5]([N:8]2[C:12](C(O)=O)=[C:11]([CH3:16])[N:10]=[N:9]2)=[CH:4][CH:3]=1.[F:17][C:18]([F:29])([F:28])[C:19]1[CH:20]=[C:21]([C@H:25]([OH:27])[CH3:26])[CH:22]=[CH:23][CH:24]=1.C([N:32]([CH2:35]C)CC)C.C1(P(N=[N+]=[N-])(C2C=CC=CC=2)=[O:44])C=CC=CC=1. Product: [F:17][C:18]([F:28])([F:29])[C:19]1[CH:20]=[C:21]([C@H:25]([O:27][C:35](=[O:44])[NH:32][C:12]2[N:8]([C:5]3[CH:4]=[CH:3][C:2]([Br:1])=[CH:7][CH:6]=3)[N:9]=[N:10][C:11]=2[CH3:16])[CH3:26])[CH:22]=[CH:23][CH:24]=1. The catalyst class is: 11. (7) Reactant: CN(C=O)C.C([O-])(O)=O.[Na+].[Cl:11][C:12]1[CH:13]=[CH:14][C:15]2[C:21](=O)[C:20](=[CH:23]N(C)C)[CH2:19][C:18](=[O:27])[N:17]([C:28]3[CH:33]=[CH:32][CH:31]=[CH:30][CH:29]=3)[C:16]=2[CH:34]=1.[NH:35]([C:39]1[CH:47]=[CH:46][C:42]([C:43]([OH:45])=[O:44])=[CH:41][CH:40]=1)[C:36]([NH2:38])=[NH:37]. Product: [Cl:11][C:12]1[CH:13]=[CH:14][C:15]2[C:21]3[N:37]=[C:36]([NH:35][C:39]4[CH:47]=[CH:46][C:42]([C:43]([OH:45])=[O:44])=[CH:41][CH:40]=4)[N:38]=[CH:23][C:20]=3[CH2:19][C:18](=[O:27])[N:17]([C:28]3[CH:33]=[CH:32][CH:31]=[CH:30][CH:29]=3)[C:16]=2[CH:34]=1. The catalyst class is: 14.